From a dataset of Full USPTO retrosynthesis dataset with 1.9M reactions from patents (1976-2016). Predict the reactants needed to synthesize the given product. Given the product [N:1]1([C:7]2[S:8][C:9]3[C:15]([N:16]([CH2:36][CH2:31][CH3:32])[CH2:17][CH2:18][CH3:19])=[CH:14][CH:13]=[CH:12][C:10]=3[N:11]=2)[CH2:2][CH2:3][O:4][CH2:5][CH2:6]1, predict the reactants needed to synthesize it. The reactants are: [N:1]1([C:7]2[S:8][C:9]3[C:15]([NH2:16])=[CH:14][CH:13]=[CH:12][C:10]=3[N:11]=2)[CH2:6][CH2:5][O:4][CH2:3][CH2:2]1.[CH:17](=O)[CH2:18][CH3:19].C(O[BH-](O[C:31](=O)[CH3:32])OC(=O)C)(=O)C.[Na+].Cl[CH:36](Cl)C.